This data is from Forward reaction prediction with 1.9M reactions from USPTO patents (1976-2016). The task is: Predict the product of the given reaction. (1) Given the reactants [F:1][C:2]([F:11])([F:10])[C:3]1[CH:8]=[CH:7][N:6]=[C:5]([NH2:9])[CH:4]=1.N1C=CC=CC=1.[C:18](Cl)(=[O:29])[O:19][C:20]1[CH:25]=[CH:24][C:23]([N+:26]([O-:28])=[O:27])=[CH:22][CH:21]=1, predict the reaction product. The product is: [F:11][C:2]([F:1])([F:10])[C:3]1[CH:8]=[CH:7][N:6]=[C:5]([NH:9][C:18](=[O:29])[O:19][C:20]2[CH:21]=[CH:22][C:23]([N+:26]([O-:28])=[O:27])=[CH:24][CH:25]=2)[CH:4]=1. (2) Given the reactants O1CCN([C:7]2[C:8](=[O:22])[N:9]([C:13]3[CH:18]=[CH:17][C:16]([N+:19]([O-:21])=[O:20])=[CH:15][CH:14]=3)[CH2:10][CH2:11][CH:12]=2)CC1.Cl/[C:24](=[N:30]\[NH:31][C:32]1[CH:37]=[CH:36][C:35]([O:38][CH3:39])=[CH:34][CH:33]=1)/[C:25]([O:27][CH2:28][CH3:29])=[O:26].C(OCC)(=O)C, predict the reaction product. The product is: [CH3:39][O:38][C:35]1[CH:36]=[CH:37][C:32]([N:31]2[C:7]3[C:8](=[O:22])[N:9]([C:13]4[CH:18]=[CH:17][C:16]([N+:19]([O-:21])=[O:20])=[CH:15][CH:14]=4)[CH2:10][CH2:11][C:12]=3[C:24]([C:25]([O:27][CH2:28][CH3:29])=[O:26])=[N:30]2)=[CH:33][CH:34]=1. (3) Given the reactants [Cl:1][C:2]1[CH:7]=[C:6](I)[CH:5]=[CH:4][N:3]=1.[Li]CCCC.[CH3:14][C:15]([CH3:17])=[O:16], predict the reaction product. The product is: [Cl:1][C:2]1[CH:7]=[C:6]([C:15]([OH:16])([CH3:17])[CH3:14])[CH:5]=[CH:4][N:3]=1. (4) Given the reactants [CH2:1]([O:8][C:9]1[C:14]2[C:15]([NH:27][C:28]3[CH:33]=[CH:32][C:31]([F:34])=[CH:30][CH:29]=3)=[N:16][N:17]([C:18]3([CH2:24][C:25]#[N:26])[CH2:23][CH2:22][NH:21][CH2:20][CH2:19]3)[C:13]=2[CH:12]=[CH:11][N:10]=1)[C:2]1[CH:7]=[CH:6][CH:5]=[CH:4][CH:3]=1.CCN(C(C)C)C(C)C.[CH:44]1([C:47](Cl)=[O:48])[CH2:46][CH2:45]1, predict the reaction product. The product is: [CH2:1]([O:8][C:9]1[C:14]2[C:15]([NH:27][C:28]3[CH:29]=[CH:30][C:31]([F:34])=[CH:32][CH:33]=3)=[N:16][N:17]([C:18]3([CH2:24][C:25]#[N:26])[CH2:23][CH2:22][N:21]([C:47]([CH:44]4[CH2:46][CH2:45]4)=[O:48])[CH2:20][CH2:19]3)[C:13]=2[CH:12]=[CH:11][N:10]=1)[C:2]1[CH:3]=[CH:4][CH:5]=[CH:6][CH:7]=1.